From a dataset of Experimentally validated miRNA-target interactions with 360,000+ pairs, plus equal number of negative samples. Binary Classification. Given a miRNA mature sequence and a target amino acid sequence, predict their likelihood of interaction. (1) The miRNA is hsa-miR-548at-3p with sequence CAAAACCGCAGUAACUUUUGU. The protein sequence of the target gene is MANSGLQLLGYFLALGGWVGIIASTALPQWKQSSYAGDAIITAVGLYEGLWMSCASQSTGQVQCKLYDSLLALDGHIQSARALMVVAVLLGFVAMVLSVVGMKCTRVGDSNPIAKGRVAIAGGALFILAGLCTLTAVSWYATLVTQEFFNPSTPVNARYEFGPALFVGWASAGLAVLGGSFLCCTCPEPERPNSSPQPYRPGPSAAAREPVVKLPASAKGPLGV. Result: 0 (no interaction). (2) The miRNA is hsa-miR-2355-5p with sequence AUCCCCAGAUACAAUGGACAA. The protein sequence of the target gene is MNTAPSRPSPTRRDPYGFGDSRDSRRDRSPIRGSPRREPRDGRNGRDARDSRDIRDPRDLRDHRHSRDLRDHRDSRSVRDVRDVRDLRDFRDLRDSRDFRDQRDPMYDRYRDMRDSRDPMYRREGSYDRYLRMDDYCRRKDDSYFDRYRDSFDGRGPPGPESQSRAKERLKREERRREELYRQYFEEIQRRFDAERPVDCSVIVVNKQTKDYAESVGRKVRDLGMVVDLIFLNTEVSLSQALEDVSRGGSPFAIVITQQHQIHRSCTVNIMFGTPQEHRNMPQADAMVLVARNYERYKNE.... Result: 0 (no interaction).